Task: Predict the reactants needed to synthesize the given product.. Dataset: Full USPTO retrosynthesis dataset with 1.9M reactions from patents (1976-2016) (1) Given the product [OH:1][C@H:2]1[CH2:7][CH2:6][C@H:5]([NH:8][C:9]2[N:14]=[C:13]([CH2:15][C:32]3[C:33](=[O:36])[NH:34][N:35]=[C:30]([CH3:29])[CH:31]=3)[CH:12]=[C:11]([NH:17][C:18]3[S:19][C:20]4[C:25]([N:26]=3)=[CH:24][CH:23]=[CH:22][N:21]=4)[N:10]=2)[CH2:4][CH2:3]1, predict the reactants needed to synthesize it. The reactants are: [OH:1][C@H:2]1[CH2:7][CH2:6][C@H:5]([NH:8][C:9]2[N:14]=[C:13]([CH:15]=O)[CH:12]=[C:11]([NH:17][C:18]3[S:19][C:20]4[C:25]([N:26]=3)=[CH:24][CH:23]=[CH:22][N:21]=4)[N:10]=2)[CH2:4][CH2:3]1.[OH-].[K+].[CH3:29][C:30]1[CH2:31][CH2:32][C:33](=[O:36])[NH:34][N:35]=1.Cl. (2) The reactants are: [NH2:1][C:2]([NH:4][C:5]1[C:6]([C:10]([NH2:12])=[O:11])=[N:7][NH:8][CH:9]=1)=[O:3].[N:13]1([C:19]([C:21]2[CH:26]=[CH:25][C:24](B(O)O)=[CH:23][CH:22]=2)=[O:20])[CH2:18][CH2:17][O:16][CH2:15][CH2:14]1. Given the product [NH2:1][C:2]([NH:4][C:5]1[C:6]([C:10]([NH2:12])=[O:11])=[N:7][N:8]([C:24]2[CH:23]=[CH:22][C:21]([C:19]([N:13]3[CH2:18][CH2:17][O:16][CH2:15][CH2:14]3)=[O:20])=[CH:26][CH:25]=2)[CH:9]=1)=[O:3], predict the reactants needed to synthesize it.